From a dataset of Catalyst prediction with 721,799 reactions and 888 catalyst types from USPTO. Predict which catalyst facilitates the given reaction. (1) Reactant: O.C(O)(C)C.[CH:6]([N:8]1[CH2:12][CH2:11][CH2:10][C:9]1=[O:13])=[CH2:7].[C:14]([O:17][CH:18]=[CH2:19])(=[O:16])[CH3:15].O. Product: [CH:6]([N:8]1[CH2:12][CH2:11][CH2:10][C:9]1=[O:13])=[CH2:7].[C:14]([O:17][CH:18]=[CH2:19])(=[O:16])[CH3:15]. The catalyst class is: 32. (2) Reactant: [CH2:1]([O:8][CH2:9][C:10]([CH3:29])([CH3:28])[CH:11]([NH2:27])[CH2:12][C:13]1[CH:18]=[CH:17][C:16]([O:19][CH3:20])=[C:15]([O:21][CH2:22][CH2:23][CH2:24][O:25][CH3:26])[CH:14]=1)[C:2]1[CH:7]=[CH:6][CH:5]=[CH:4][CH:3]=1.[CH:30](O)=[O:31]. Product: [CH2:1]([O:8][CH2:9][C:10]([CH3:29])([CH3:28])[CH:11]([NH:27][CH:30]=[O:31])[CH2:12][C:13]1[CH:18]=[CH:17][C:16]([O:19][CH3:20])=[C:15]([O:21][CH2:22][CH2:23][CH2:24][O:25][CH3:26])[CH:14]=1)[C:2]1[CH:7]=[CH:6][CH:5]=[CH:4][CH:3]=1. The catalyst class is: 155. (3) Reactant: [NH2:1][C:2]1[C:3]([C:12]([NH:14][C@@H:15]([CH:20]2[CH2:25][CH2:24][CH2:23][CH2:22][CH2:21]2)[C:16]([O:18][CH3:19])=[O:17])=[O:13])=[CH:4][C:5]2[C:10]([CH:11]=1)=[CH:9][CH:8]=[CH:7][CH:6]=2.C(N(CC)CC)C.[CH2:33]([C:37]1[CH:42]=[CH:41][C:40]([N:43]=[C:44]=[O:45])=[CH:39][CH:38]=1)[CH2:34][CH2:35][CH3:36]. Product: [CH2:33]([C:37]1[CH:42]=[CH:41][C:40]([NH:43][C:44]([NH:1][C:2]2[C:3]([C:12]([NH:14][C@@H:15]([CH:20]3[CH2:25][CH2:24][CH2:23][CH2:22][CH2:21]3)[C:16]([O:18][CH3:19])=[O:17])=[O:13])=[CH:4][C:5]3[C:10]([CH:11]=2)=[CH:9][CH:8]=[CH:7][CH:6]=3)=[O:45])=[CH:39][CH:38]=1)[CH2:34][CH2:35][CH3:36]. The catalyst class is: 3. (4) Reactant: [CH2:1]([C:3]1[CH:8]=[CH:7][C:6]([C:9]2[C:14]([F:15])=[C:13]([F:16])[C:12]([OH:17])=[C:11]([CH:18]=[CH:19][C:20](=[O:22])[CH3:21])[CH:10]=2)=[CH:5][CH:4]=1)[CH3:2]. Product: [CH2:1]([C:3]1[CH:4]=[CH:5][C:6]([C:9]2[C:14]([F:15])=[C:13]([F:16])[C:12]([OH:17])=[C:11]([CH2:18][CH2:19][C:20](=[O:22])[CH3:21])[CH:10]=2)=[CH:7][CH:8]=1)[CH3:2]. The catalyst class is: 1. (5) Reactant: [N:1]([CH:4]([C:6]1[CH:11]=[CH:10][CH:9]=[CH:8][C:7]=1[CH3:12])[CH3:5])=[N+]=[N-].[H][H]. Product: [C:7]1([CH3:12])[CH:8]=[CH:9][CH:10]=[CH:11][C:6]=1[CH:4]([NH2:1])[CH3:5]. The catalyst class is: 129. (6) Reactant: Cl[C:2]1[CH:7]=[CH:6][C:5]([N+:8]([O-:10])=[O:9])=[C:4]([CH2:11][S:12]([C:15]2[CH:20]=[CH:19][CH:18]=[CH:17][CH:16]=2)(=[O:14])=[O:13])[N:3]=1.[CH2:21]([N:28]1[CH2:33][CH2:32][NH:31][CH2:30][CH2:29]1)[C:22]1[CH:27]=[CH:26][CH:25]=[CH:24][CH:23]=1.C([O-])([O-])=O.[K+].[K+]. Product: [CH2:21]([N:28]1[CH2:33][CH2:32][N:31]([C:2]2[N:3]=[C:4]([CH2:11][S:12]([C:15]3[CH:20]=[CH:19][CH:18]=[CH:17][CH:16]=3)(=[O:14])=[O:13])[C:5]([N+:8]([O-:10])=[O:9])=[CH:6][CH:7]=2)[CH2:30][CH2:29]1)[C:22]1[CH:23]=[CH:24][CH:25]=[CH:26][CH:27]=1. The catalyst class is: 40. (7) Reactant: [C:1]([C:3]1[CH:29]=[CH:28][C:6]([O:7][CH2:8][CH2:9][N:10]([CH2:15][CH2:16]OS(C2C=CC(C)=CC=2)(=O)=O)[C:11]([NH:13][CH3:14])=[O:12])=[CH:5][CH:4]=1)#[N:2].[C:30]([O:34][C:35]([N:37]1[CH2:44][CH:43]2[O:45][CH:39]([CH2:40][NH:41][CH2:42]2)[CH2:38]1)=[O:36])([CH3:33])([CH3:32])[CH3:31].C(=O)([O-])[O-].[K+].[K+]. Product: [C:30]([O:34][C:35]([N:37]1[CH2:38][CH:39]2[O:45][CH:43]([CH2:42][N:41]([CH2:16][CH2:15][N:10]([CH2:9][CH2:8][O:7][C:6]3[CH:5]=[CH:4][C:3]([C:1]#[N:2])=[CH:29][CH:28]=3)[C:11]([NH:13][CH3:14])=[O:12])[CH2:40]2)[CH2:44]1)=[O:36])([CH3:33])([CH3:31])[CH3:32]. The catalyst class is: 47. (8) Reactant: Br[C:2]1[CH:9]=[N:8][CH:7]=[C:6]([N:10]2[CH2:22][CH2:21][N:13]3[C:14]4[CH2:15][CH2:16][CH2:17][CH2:18][C:19]=4[CH:20]=[C:12]3[C:11]2=[O:23])[C:3]=1[CH:4]=[O:5].[CH3:24][C@H:25]1[CH2:30][N:29]([CH:31]2[CH2:34][O:33][CH2:32]2)[C@H:28]([CH3:35])[CH2:27][N:26]1[C:36]1[CH:37]=[CH:38][C:39]([NH:42][C:43]2[C:44](=[O:59])[N:45]([CH3:58])[CH:46]=[C:47](B3OC(C)(C)C(C)(C)O3)[CH:48]=2)=[N:40][CH:41]=1.[O-]P([O-])([O-])=O.[K+].[K+].[K+].C([O-])(=O)C.[Na+]. Product: [CH3:24][C@H:25]1[CH2:30][N:29]([CH:31]2[CH2:34][O:33][CH2:32]2)[C@H:28]([CH3:35])[CH2:27][N:26]1[C:36]1[CH:37]=[CH:38][C:39]([NH:42][C:43]2[C:44](=[O:59])[N:45]([CH3:58])[CH:46]=[C:47]([C:2]3[CH:9]=[N:8][CH:7]=[C:6]([N:10]4[CH2:22][CH2:21][N:13]5[C:14]6[CH2:15][CH2:16][CH2:17][CH2:18][C:19]=6[CH:20]=[C:12]5[C:11]4=[O:23])[C:3]=3[CH2:4][OH:5])[CH:48]=2)=[N:40][CH:41]=1. The catalyst class is: 543. (9) Reactant: N#N.[C:3]([O:7][C:8]([NH:10][C@H:11]([CH2:19][C:20]1[CH:25]=[CH:24][C:23]([CH3:26])=[CH:22][CH:21]=1)[C:12]([O:14][C:15]([CH3:18])([CH3:17])[CH3:16])=[O:13])=[O:9])([CH3:6])([CH3:5])[CH3:4].[Br:27]N1C(=O)CCC1=O.N(C(C)(C)C#N)=NC(C)(C)C#N. Product: [Br:27][CH2:26][C:23]1[CH:22]=[CH:21][C:20]([CH2:19][C@@H:11]([NH:10][C:8]([O:7][C:3]([CH3:4])([CH3:5])[CH3:6])=[O:9])[C:12]([O:14][C:15]([CH3:17])([CH3:18])[CH3:16])=[O:13])=[CH:25][CH:24]=1. The catalyst class is: 34. (10) Reactant: [C:1]([CH2:3][CH:4]([N:25]1[CH:29]=[C:28]([C:30]2[C:31]3[CH:38]=[CH:37][N:36](COCC[Si](C)(C)C)[C:32]=3[N:33]=[CH:34][N:35]=2)[CH:27]=[N:26]1)[CH2:5][N:6]1[CH2:11][CH2:10][N:9]([C:12]([C:14]2[CH:21]=[CH:20][C:17]([C:18]#[N:19])=[CH:16][C:15]=2[F:22])=[O:13])[CH2:8][CH:7]1[CH2:23]O)#[N:2].COCCN(CCOC)S(F)(F)[F:53].C(O)C.C(O)(C(F)(F)F)=O. Product: [C:1]([CH2:3][CH:4]([N:25]1[CH:29]=[C:28]([C:30]2[C:31]3[CH:38]=[CH:37][NH:36][C:32]=3[N:33]=[CH:34][N:35]=2)[CH:27]=[N:26]1)[CH2:5][N:6]1[CH2:11][CH2:10][N:9]([C:12]([C:14]2[CH:21]=[CH:20][C:17]([C:18]#[N:19])=[CH:16][C:15]=2[F:22])=[O:13])[CH2:8][CH:7]1[CH2:23][F:53])#[N:2]. The catalyst class is: 2.